From a dataset of Forward reaction prediction with 1.9M reactions from USPTO patents (1976-2016). Predict the product of the given reaction. Given the reactants Br[C:2]1[CH:7]=[CH:6][CH:5]=[CH:4][CH:3]=1.[Li]CCCC.[NH2:13][C:14]1[N:19]=[CH:18][CH:17]=[CH:16][N:15]=1, predict the reaction product. The product is: [C:2]1([C:16]2[CH:17]=[CH:18][N:19]=[C:14]([NH2:13])[N:15]=2)[CH:7]=[CH:6][CH:5]=[CH:4][CH:3]=1.